From a dataset of Full USPTO retrosynthesis dataset with 1.9M reactions from patents (1976-2016). Predict the reactants needed to synthesize the given product. (1) Given the product [NH2:1][C:2]1[S:3][C:4]2[CH:10]=[CH:9][C:8]([B:25]([OH:30])[OH:26])=[CH:7][C:5]=2[N:6]=1, predict the reactants needed to synthesize it. The reactants are: [NH2:1][C:2]1[S:3][C:4]2[CH:10]=[CH:9][C:8](Br)=[CH:7][C:5]=2[N:6]=1.CN(C)CCN(C)C.C([Li])(C)(C)C.[B:25](OC(C)C)([O:30]C(C)C)[O:26]C(C)C.S(=O)(=O)(O)O. (2) Given the product [CH:1]1[C:10]2[CH2:9][CH2:8][CH2:7][CH2:6][C:5]=2[CH:4]=[C:3]([CH:11]=[O:12])[N:2]=1, predict the reactants needed to synthesize it. The reactants are: [CH:1]1[C:10]2[CH2:9][CH2:8][CH2:7][CH2:6][C:5]=2[CH:4]=[C:3]([CH2:11][OH:12])[N:2]=1.